This data is from Forward reaction prediction with 1.9M reactions from USPTO patents (1976-2016). The task is: Predict the product of the given reaction. (1) Given the reactants Br[C:2]1[CH:11]=[CH:10][C:5]([C:6]([O:8][CH3:9])=O)=[CH:4][C:3]=1[CH2:12][O:13]C.[CH3:15][N:16]([CH3:27])[C:17]1[N:22]=[CH:21][C:20]([C:23](=[N:25]O)[NH2:24])=[CH:19][CH:18]=1, predict the reaction product. The product is: [CH3:9][O:8][CH2:6][C:5]1[CH:4]=[C:3]([C:12]2[O:13][N:25]=[C:23]([C:20]3[CH:19]=[CH:18][C:17]([N:16]([CH3:27])[CH3:15])=[N:22][CH:21]=3)[N:24]=2)[CH:2]=[CH:11][C:10]=1[C:2]1[CH:11]=[CH:10][CH:5]=[CH:4][C:3]=1[CH3:12]. (2) Given the reactants [CH2:1]([O:8][C:9](=[O:24])[NH:10][C:11]1([CH2:15][O:16][C:17]2[CH:22]=[CH:21][C:20](Br)=[CH:19][CH:18]=2)[CH2:14][O:13][CH2:12]1)[C:2]1[CH:7]=[CH:6][CH:5]=[CH:4][CH:3]=1.[B:25]1([B:25]2[O:29][C:28]([CH3:31])([CH3:30])[C:27]([CH3:33])([CH3:32])[O:26]2)[O:29][C:28]([CH3:31])([CH3:30])[C:27]([CH3:33])([CH3:32])[O:26]1.C([O-])(=O)C.[K+], predict the reaction product. The product is: [CH2:1]([O:8][C:9](=[O:24])[NH:10][C:11]1([CH2:15][O:16][C:17]2[CH:22]=[CH:21][C:20]([B:25]3[O:29][C:28]([CH3:31])([CH3:30])[C:27]([CH3:33])([CH3:32])[O:26]3)=[CH:19][CH:18]=2)[CH2:14][O:13][CH2:12]1)[C:2]1[CH:7]=[CH:6][CH:5]=[CH:4][CH:3]=1. (3) Given the reactants C[N:2](C)/[CH:3]=[CH:4]/[C:5]([C:7]1[C:12](=[O:13])[CH:11]=[CH:10][N:9]([C:14]2[CH:19]=[CH:18][C:17]([S:20]([CH3:23])(=[O:22])=[O:21])=[CH:16][CH:15]=2)[N:8]=1)=O.[C:25]1([NH:31]N)[CH:30]=[CH:29][CH:28]=[CH:27][CH:26]=1, predict the reaction product. The product is: [CH3:23][S:20]([C:17]1[CH:18]=[CH:19][C:14]([N:9]2[CH:10]=[CH:11][C:12](=[O:13])[C:7]([C:5]3[N:31]([C:25]4[CH:30]=[CH:29][CH:28]=[CH:27][CH:26]=4)[N:2]=[CH:3][CH:4]=3)=[N:8]2)=[CH:15][CH:16]=1)(=[O:22])=[O:21]. (4) Given the reactants [F:1][C:2]1[CH:7]=[CH:6][CH:5]=[CH:4][C:3]=1[CH2:8][CH2:9][CH2:10][NH2:11].C[O:13][C:14](=O)[C:15]1[CH:20]=[CH:19][CH:18]=[CH:17][C:16]=1[CH2:21]Br.C([O-])([O-])=O.[K+].[K+].C(OCC)(=O)C, predict the reaction product. The product is: [F:1][C:2]1[CH:7]=[CH:6][CH:5]=[CH:4][C:3]=1[CH2:8][CH2:9][CH2:10][N:11]1[CH2:21][C:16]2[C:15](=[CH:20][CH:19]=[CH:18][CH:17]=2)[C:14]1=[O:13]. (5) The product is: [OH:16][CH:15]([CH2:14][CH2:13][N:8]1[C:9](=[O:12])[CH:10]=[N:11][C:6]2[CH:5]=[CH:4][C:3]([O:2][CH3:1])=[N:18][C:7]1=2)[CH2:17][N:19]1[CH2:20][CH2:21][CH:22]([NH:25][C:26](=[O:32])[O:27][C:28]([CH3:30])([CH3:29])[CH3:31])[CH2:23][CH2:24]1. Given the reactants [CH3:1][O:2][C:3]1[CH:4]=[CH:5][C:6]2[N:11]=[CH:10][C:9](=[O:12])[N:8]([CH2:13][CH2:14][CH:15]3[CH2:17][O:16]3)[C:7]=2[N:18]=1.[NH:19]1[CH2:24][CH2:23][CH:22]([NH:25][C:26](=[O:32])[O:27][C:28]([CH3:31])([CH3:30])[CH3:29])[CH2:21][CH2:20]1, predict the reaction product. (6) Given the reactants [CH:1]1([CH:4]([C:18]2[CH:23]=[CH:22][CH:21]=[CH:20][CH:19]=2)[NH:5][C:6]([C:8]2[CH:9]=[C:10]3[C:14](=[CH:15][CH:16]=2)[NH:13][N:12]=[C:11]3I)=[O:7])[CH2:3][CH2:2]1.[CH3:24][N:25]([CH3:51])[C:26](=[O:50])[CH2:27][N:28]1[CH2:33][CH2:32][CH:31]([O:34][C:35]2[CH:40]=[CH:39][C:38](B3OC(C)(C)C(C)(C)O3)=[CH:37][CH:36]=2)[CH2:30][CH2:29]1, predict the reaction product. The product is: [CH:1]1([CH:4]([C:18]2[CH:23]=[CH:22][CH:21]=[CH:20][CH:19]=2)[NH:5][C:6]([C:8]2[CH:9]=[C:10]3[C:14](=[CH:15][CH:16]=2)[NH:13][N:12]=[C:11]3[C:38]2[CH:37]=[CH:36][C:35]([O:34][CH:31]3[CH2:30][CH2:29][N:28]([CH2:27][C:26]([N:25]([CH3:51])[CH3:24])=[O:50])[CH2:33][CH2:32]3)=[CH:40][CH:39]=2)=[O:7])[CH2:3][CH2:2]1. (7) Given the reactants Cl[Si](C)(C)C.[I-].[Na+].[Si]([O:15][CH2:16][CH2:17][C:18]1[CH:22]=[CH:21][S:20][C:19]=1[CH:23]([C:25]1[CH:30]=[CH:29][C:28]([F:31])=[CH:27][CH:26]=1)O)(C(C)(C)C)(C)C.[OH-].[Na+], predict the reaction product. The product is: [F:31][C:28]1[CH:29]=[CH:30][C:25]([CH2:23][C:19]2[S:20][CH:21]=[CH:22][C:18]=2[CH2:17][CH2:16][OH:15])=[CH:26][CH:27]=1. (8) Given the reactants [CH3:1][O:2][C:3]1[C:12]([C:13]2[NH:17][C:16]([C@@H:18]([NH:28]C(=O)OCC3C=CC=CC=3)[CH2:19][CH2:20][CH2:21][CH2:22][CH2:23][C:24]([NH:26][CH3:27])=[O:25])=[N:15][CH:14]=2)=[CH:11][C:10]2[C:5](=[CH:6][CH:7]=[CH:8][CH:9]=2)[N:4]=1, predict the reaction product. The product is: [NH2:28][C@H:18]([C:16]1[NH:17][C:13]([C:12]2[C:3]([O:2][CH3:1])=[N:4][C:5]3[C:10]([CH:11]=2)=[CH:9][CH:8]=[CH:7][CH:6]=3)=[CH:14][N:15]=1)[CH2:19][CH2:20][CH2:21][CH2:22][CH2:23][C:24]([NH:26][CH3:27])=[O:25]. (9) Given the reactants [CH:1]1([N:4]2[C:8]3[N:9]=[C:10]([C:19]4[CH:25]=[CH:24][C:22]([NH2:23])=[CH:21][CH:20]=4)[N:11]=[C:12]([N:13]4[CH2:18][CH2:17][O:16][CH2:15][CH2:14]4)[C:7]=3[N:6]=[N:5]2)[CH2:3][CH2:2]1.CCN(CC)CC.[N:33]([C:36]1[S:37][CH:38]=[CH:39][CH:40]=1)=[C:34]=[O:35], predict the reaction product. The product is: [CH:1]1([N:4]2[C:8]3[N:9]=[C:10]([C:19]4[CH:25]=[CH:24][C:22]([NH:23][C:34]([NH:33][C:36]5[S:37][CH:38]=[CH:39][CH:40]=5)=[O:35])=[CH:21][CH:20]=4)[N:11]=[C:12]([N:13]4[CH2:18][CH2:17][O:16][CH2:15][CH2:14]4)[C:7]=3[N:6]=[N:5]2)[CH2:3][CH2:2]1.